Dataset: Forward reaction prediction with 1.9M reactions from USPTO patents (1976-2016). Task: Predict the product of the given reaction. (1) Given the reactants C(OC([NH:8][C:9]1([CH3:25])[CH2:14][CH2:13][N:12]([C:15]2[CH:20]=[CH:19][C:18]([C:21]([F:24])([F:23])[F:22])=[CH:17][N:16]=2)[CH2:11][CH2:10]1)=O)(C)(C)C.FC(F)(F)C(O)=O, predict the reaction product. The product is: [NH2:8][C:9]1([CH3:25])[CH2:14][CH2:13][N:12]([C:15]2[CH:20]=[CH:19][C:18]([C:21]([F:24])([F:23])[F:22])=[CH:17][N:16]=2)[CH2:11][CH2:10]1. (2) Given the reactants C[Si]([N:5]=[C:6]=[O:7])(C)C.[NH2:8][CH2:9][C@@H:10]1[O:14][C:13](=[O:15])[N:12]([C:16]2[CH:21]=[CH:20][C:19]([C:22]3[S:23][CH2:24][C:25](=[O:28])[NH:26][N:27]=3)=[C:18]([F:29])[CH:17]=2)[CH2:11]1, predict the reaction product. The product is: [F:29][C:18]1[CH:17]=[C:16]([N:12]2[CH2:11][C@H:10]([CH2:9][NH:8][C:6]([NH2:5])=[O:7])[O:14][C:13]2=[O:15])[CH:21]=[CH:20][C:19]=1[C:22]1[S:23][CH2:24][C:25](=[O:28])[NH:26][N:27]=1.